This data is from Reaction yield outcomes from USPTO patents with 853,638 reactions. The task is: Predict the reaction yield, written as a fraction of the theoretical maximum amount of product (1.0 means a 100% yield; for example, 0.34 means a 34% yield). The reactants are [NH2:1][C:2]1[CH:3]=[C:4](B(O)O)[CH:5]=[CH:6][CH:7]=1.[NH2:11][C:12]1[N:13]=[C:14]([N:23]2[CH2:28][CH2:27][N:26]([C:29](=[O:39])[CH2:30][O:31][C:32]3[CH:37]=[CH:36][C:35]([Cl:38])=[CH:34][CH:33]=3)[CH2:25][CH2:24]2)[C:15]2[N:21]=[C:20](Cl)[CH:19]=[CH:18][C:16]=2[N:17]=1. No catalyst specified. The product is [NH2:11][C:12]1[N:13]=[C:14]([N:23]2[CH2:24][CH2:25][N:26]([C:29](=[O:39])[CH2:30][O:31][C:32]3[CH:37]=[CH:36][C:35]([Cl:38])=[CH:34][CH:33]=3)[CH2:27][CH2:28]2)[C:15]2[N:21]=[C:20]([C:4]3[CH:5]=[CH:6][CH:7]=[C:2]([NH2:1])[CH:3]=3)[CH:19]=[CH:18][C:16]=2[N:17]=1. The yield is 0.800.